From a dataset of Full USPTO retrosynthesis dataset with 1.9M reactions from patents (1976-2016). Predict the reactants needed to synthesize the given product. (1) Given the product [C:17]([O:20][C:21](=[O:22])[NH:8][C:6]1[CH:7]=[C:2]([Cl:1])[C:3]([C:12]([F:13])([F:14])[F:15])=[CH:4][C:5]=1[N+:9]([O-:11])=[O:10])([CH3:19])([CH3:18])[CH3:16], predict the reactants needed to synthesize it. The reactants are: [Cl:1][C:2]1[C:3]([C:12]([F:15])([F:14])[F:13])=[CH:4][C:5]([N+:9]([O-:11])=[O:10])=[C:6]([NH2:8])[CH:7]=1.[CH3:16][C:17]([O:20][C:21](O[C:21]([O:20][C:17]([CH3:19])([CH3:18])[CH3:16])=[O:22])=[O:22])([CH3:19])[CH3:18].C(O)(C(F)(F)F)=O. (2) Given the product [Cl:11][C:4]1[CH:3]=[C:2]([I:21])[CH:9]=[C:8]([F:10])[C:5]=1[C:6]#[N:7], predict the reactants needed to synthesize it. The reactants are: N[C:2]1[CH:9]=[C:8]([F:10])[C:5]([C:6]#[N:7])=[C:4]([Cl:11])[CH:3]=1.S(=O)(=O)(O)O.N([O-])=O.[Na+].[I-:21].[K+]. (3) Given the product [C:1]([C:5]1[CH:6]=[C:7]([NH:17][C:18]([NH:20][C:21]2[C:30]3[C:25](=[CH:26][CH:27]=[CH:28][CH:29]=3)[C:24]([O:31][C:32]3[CH:37]=[CH:36][N:35]=[C:34]([NH:38][C:39]4[CH:44]=[C:43]([O:45][CH2:46][CH2:47][O:48][CH2:49][CH2:50][O:51][CH2:52][CH2:53][O:54][CH3:55])[CH:42]=[C:41]([O:56][CH3:57])[CH:40]=4)[N:33]=3)=[CH:23][CH:22]=2)=[O:19])[C:8]([O:15][CH3:16])=[C:9]([CH:14]=1)[C:10]([OH:12])=[O:11])([CH3:4])([CH3:2])[CH3:3], predict the reactants needed to synthesize it. The reactants are: [C:1]([C:5]1[CH:6]=[C:7]([NH:17][C:18]([NH:20][C:21]2[C:30]3[C:25](=[CH:26][CH:27]=[CH:28][CH:29]=3)[C:24]([O:31][C:32]3[CH:37]=[CH:36][N:35]=[C:34]([NH:38][C:39]4[CH:44]=[C:43]([O:45][CH2:46][CH2:47][O:48][CH2:49][CH2:50][O:51][CH2:52][CH2:53][O:54][CH3:55])[CH:42]=[C:41]([O:56][CH3:57])[CH:40]=4)[N:33]=3)=[CH:23][CH:22]=2)=[O:19])[C:8]([O:15][CH3:16])=[C:9]([CH:14]=1)[C:10]([O:12]C)=[O:11])([CH3:4])([CH3:3])[CH3:2].[OH-].[Na+].CO.Cl.